Task: Predict the reaction yield, written as a fraction of the theoretical maximum amount of product (1.0 means a 100% yield; for example, 0.34 means a 34% yield).. Dataset: Reaction yield outcomes from USPTO patents with 853,638 reactions (1) The reactants are [CH2:1]([O:3][C:4]1[C:5]([NH:10][C:11]2[CH:24]=[C:23]3[C:14]([O:15][C:16]4[C:17]([F:33])=[CH:18][C:19]([O:31][CH3:32])=[CH:20][C:21]=4[C@:22]3([NH:28][C:29]#[N:30])[CH2:25][CH2:26][OH:27])=[CH:13][CH:12]=2)=[N:6][CH:7]=[CH:8][CH:9]=1)[CH3:2]. The catalyst is CO.Cl. The product is [CH2:1]([O:3][C:4]1[C:5]([NH:10][C:11]2[CH:24]=[C:23]3[C:14]([O:15][C:16]4[C:17]([F:33])=[CH:18][C:19]([O:31][CH3:32])=[CH:20][C:21]=4[C@@:22]43[CH2:25][CH2:26][O:27][C:29]([NH2:30])=[N:28]4)=[CH:13][CH:12]=2)=[N:6][CH:7]=[CH:8][CH:9]=1)[CH3:2]. The yield is 0.250. (2) The reactants are Br[C:2]1[CH:7]=[N:6][C:5]([C:8]#[C:9][C:10]2[CH:15]=[CH:14][CH:13]=[CH:12][CH:11]=2)=[CH:4][N:3]=1.Cl.[NH2:17][CH2:18][CH2:19][C:20]([CH3:23])([OH:22])[CH3:21].C(N(CC)CC)C. The catalyst is N1C=CC=CC=1. The product is [CH3:21][C:20]([OH:22])([CH2:19][CH2:18][NH:17][C:2]1[CH:7]=[N:6][C:5]([C:8]#[C:9][C:10]2[CH:15]=[CH:14][CH:13]=[CH:12][CH:11]=2)=[CH:4][N:3]=1)[CH3:23]. The yield is 0.510. (3) The reactants are [CH:1]1[C:13]2[NH:12][C:11]3[C:6](=[CH:7][CH:8]=[CH:9][CH:10]=3)[C:5]=2[CH:4]=[CH:3][N:2]=1.C([Li])CCC.C1C[O:22][CH2:21][CH2:20]1. No catalyst specified. The product is [CH:1]1[C:13]2[N:12]([CH2:20][CH2:21][OH:22])[C:11]3[C:6](=[CH:7][CH:8]=[CH:9][CH:10]=3)[C:5]=2[CH:4]=[CH:3][N:2]=1. The yield is 0.530. (4) The reactants are [NH:1]1[C:5]2=[N:6][CH:7]=[CH:8][CH:9]=[C:4]2[C:3]([C:10]([OH:12])=[O:11])=[N:2]1.[CH3:13]O. The catalyst is OS(O)(=O)=O. The product is [NH:1]1[C:5]2=[N:6][CH:7]=[CH:8][CH:9]=[C:4]2[C:3]([C:10]([O:12][CH3:13])=[O:11])=[N:2]1. The yield is 0.900. (5) The reactants are Br[C:2]1[C:10]2[C:5](=[CH:6][CH:7]=[C:8]([C:11]#[N:12])[CH:9]=2)[N:4](C2CCCCO2)[N:3]=1.[O:19]1[C:24]2[CH:25]=[CH:26][C:27](B(O)O)=[CH:28][C:23]=2[O:22][CH2:21][CH2:20]1.ClCCl.P([O-])([O-])([O-])=O.[K+].[K+].[K+].Cl. The catalyst is COCCOC.O.CO. The product is [O:19]1[C:24]2[CH:25]=[CH:26][C:27]([C:2]3[C:10]4[C:5](=[CH:6][CH:7]=[C:8]([C:11]#[N:12])[CH:9]=4)[NH:4][N:3]=3)=[CH:28][C:23]=2[O:22][CH2:21][CH2:20]1. The yield is 0.710.